Dataset: Peptide-MHC class II binding affinity with 134,281 pairs from IEDB. Task: Regression. Given a peptide amino acid sequence and an MHC pseudo amino acid sequence, predict their binding affinity value. This is MHC class II binding data. The peptide sequence is QIDAFIANAGATADS. The MHC is HLA-DPA10103-DPB10301 with pseudo-sequence HLA-DPA10103-DPB10301. The binding affinity (normalized) is 0.160.